Dataset: Catalyst prediction with 721,799 reactions and 888 catalyst types from USPTO. Task: Predict which catalyst facilitates the given reaction. Reactant: [N+:1]([C:4]1[CH:9]=[CH:8][CH:7]=[CH:6][C:5]=1B(O)O)([O-:3])=[O:2].Br[C:14]1[CH:20]=[CH:19][C:17]([NH2:18])=[C:16]([CH2:21][CH3:22])[CH:15]=1. Product: [NH2:18][C:17]1[CH:19]=[CH:20][C:14]([C:6]2[CH:7]=[CH:8][CH:9]=[C:4]([N+:1]([O-:3])=[O:2])[CH:5]=2)=[CH:15][C:16]=1[CH2:21][CH3:22]. The catalyst class is: 73.